This data is from Full USPTO retrosynthesis dataset with 1.9M reactions from patents (1976-2016). The task is: Predict the reactants needed to synthesize the given product. (1) Given the product [O:44]=[C:43]([CH2:4][C:5]1[CH:6]=[CH:7][C:8]([O:11][CH2:12][C:13]2[CH:18]=[CH:17][CH:16]=[CH:15][C:14]=2[O:19][C:20]2[CH:25]=[CH:24][CH:23]=[CH:22][CH:21]=2)=[CH:9][CH:10]=1)[CH2:45][C:46]([O:48][CH2:41][CH3:49])=[O:47], predict the reactants needed to synthesize it. The reactants are: COC(=O)[CH2:4][C:5]1[CH:10]=[CH:9][C:8]([O:11][CH2:12][C:13]2[CH:18]=[CH:17][CH:16]=[CH:15][C:14]=2[O:19][C:20]2[CH:25]=[CH:24][CH:23]=[CH:22][CH:21]=2)=[CH:7][CH:6]=1.C(O)(=O)CC(CC(O)=O)(C(O)=O)O.C[C:41]1([CH3:49])[O:48][C:46](=[O:47])[CH2:45][C:43](=[O:44])O1.Cl.C(N=C=NCCCN(C)C)C. (2) Given the product [OH:30][CH2:29][CH2:28][O:27][N:26]=[C:22]([C:19]1[N:20]=[C:21]2[N:13]([CH2:12][C:3]3[CH:4]=[C:5]4[C:10](=[CH:11][C:2]=3[F:1])[N:9]=[CH:8][CH:7]=[CH:6]4)[N:14]=[N:15][C:16]2=[N:17][CH:18]=1)[CH3:23], predict the reactants needed to synthesize it. The reactants are: [F:1][C:2]1[CH:11]=[C:10]2[C:5]([CH:6]=[CH:7][CH:8]=[N:9]2)=[CH:4][C:3]=1[CH2:12][N:13]1[C:21]2[C:16](=[N:17][CH:18]=[C:19]([C:22](=O)[CH3:23])[N:20]=2)[N:15]=[N:14]1.Cl.[NH2:26][O:27][CH2:28][CH2:29][OH:30]. (3) Given the product [Br:1][C:2]1[CH:18]=[C:17]([NH:19][C:42](=[O:43])[CH2:41][C:26]([OH:27])=[O:29])[CH:16]=[C:15]([Br:22])[C:3]=1[O:4][C:5]1[CH:6]=[C:7]2[C:12](=[CH:13][CH:14]=1)[N:11]=[CH:10][CH:9]=[CH:8]2, predict the reactants needed to synthesize it. The reactants are: [Br:1][C:2]1[CH:18]=[C:17]([N+:19]([O-])=O)[CH:16]=[C:15]([Br:22])[C:3]=1[O:4][C:5]1[CH:6]=[C:7]2[C:12](=[CH:13][CH:14]=1)[N:11]=[CH:10][CH:9]=[CH:8]2.[Sn](Cl)Cl.[C:26](=[O:29])([O-])[O-:27].[Na+].[Na+].C(N(CC)CC)C.C([CH:41](C(Cl)=O)[C:42](Cl)=[O:43])C.[Cl-].[NH4+]. (4) Given the product [O:30]1[CH2:31][CH2:32][N:27]([C:25]([C:22]2[CH:23]=[CH:24][C:19]([C:16]3[CH:17]=[CH:18][C:13]4[N:14]([C:10]([C:9]#[C:8][C:6]5[CH:5]=[CH:4][N:3]=[C:2]([C:33]6[CH:38]=[CH:37][CH:36]=[CH:35][CH:34]=6)[CH:7]=5)=[CH:11][N:12]=4)[N:15]=3)=[CH:20][CH:21]=2)=[O:26])[CH2:28][CH2:29]1, predict the reactants needed to synthesize it. The reactants are: Cl[C:2]1[CH:7]=[C:6]([C:8]#[C:9][C:10]2[N:14]3[N:15]=[C:16]([C:19]4[CH:24]=[CH:23][C:22]([C:25]([N:27]5[CH2:32][CH2:31][O:30][CH2:29][CH2:28]5)=[O:26])=[CH:21][CH:20]=4)[CH:17]=[CH:18][C:13]3=[N:12][CH:11]=2)[CH:5]=[CH:4][N:3]=1.[C:33]1(B(O)O)[CH:38]=[CH:37][CH:36]=[CH:35][CH:34]=1.C([O-])([O-])=O.[Na+].[Na+]. (5) The reactants are: [CH3:1][O:2]/[N:3]=[C:4](/[C:15]1[CH:20]=[CH:19][C:18]([O:21][CH3:22])=[CH:17][CH:16]=1)\[CH2:5][O:6][C:7]1[CH:12]=[CH:11][C:10]([CH2:13][OH:14])=[CH:9][CH:8]=1.[F:23][C:24]1[CH:29]=[C:28](O)[CH:27]=[CH:26][C:25]=1[CH2:31][CH2:32][C:33]([O:35]C)=[O:34]. Given the product [F:23][C:24]1[CH:29]=[C:28]([O:14][CH2:13][C:10]2[CH:9]=[CH:8][C:7]([O:6][CH2:5]/[C:4](=[N:3]\[O:2][CH3:1])/[C:15]3[CH:16]=[CH:17][C:18]([O:21][CH3:22])=[CH:19][CH:20]=3)=[CH:12][CH:11]=2)[CH:27]=[CH:26][C:25]=1[CH2:31][CH2:32][C:33]([OH:35])=[O:34], predict the reactants needed to synthesize it. (6) Given the product [CH:2]([C:3]1([C:7]([O:9][CH2:10][CH3:11])=[O:8])[CH2:6][CH2:5][CH2:4]1)=[O:1], predict the reactants needed to synthesize it. The reactants are: [OH:1][CH2:2][C:3]1([C:7]([O:9][CH2:10][CH3:11])=[O:8])[CH2:6][CH2:5][CH2:4]1.[Cr](Cl)([O-])(=O)=O.[NH+]1C=CC=CC=1.